Dataset: hERG Central: cardiac toxicity at 1µM, 10µM, and general inhibition. Task: Predict hERG channel inhibition at various concentrations. (1) The compound is CC1CCCN(c2nc(NCc3ccco3)nc(N)c2[N+](=O)[O-])C1. Results: hERG_inhib (hERG inhibition (general)): blocker. (2) The drug is Cc1nonc1OCCN1CCN(c2ccc([N+](=O)[O-])cc2)CC1. Results: hERG_inhib (hERG inhibition (general)): blocker. (3) The molecule is CN(C)CCN(Cc1ccccc1)C(=O)c1ccc2ccccc2n1. Results: hERG_inhib (hERG inhibition (general)): blocker. (4) The compound is COc1ccccc1N1CCN(C(=O)c2cn(-c3ccccc3)nc2-c2cccnc2)CC1. Results: hERG_inhib (hERG inhibition (general)): blocker. (5) The molecule is CCOC(=O)C1(CCc2ccccc2)CCN(Cc2ccn[nH]2)CC1. Results: hERG_inhib (hERG inhibition (general)): blocker. (6) The compound is C=CCn1c(SCc2ccc([N+](=O)[O-])cc2)nnc1C(C)NC(=O)c1ccccc1. Results: hERG_inhib (hERG inhibition (general)): blocker. (7) The drug is O=C(CNC(=O)c1ccccc1)OCC(=O)N1N=C(c2ccc(Cl)cc2)CC1c1ccco1. Results: hERG_inhib (hERG inhibition (general)): blocker. (8) The molecule is COc1ccc(CCN(C)C2CCCN(C(=O)c3sccc3C)C2)cc1OC. Results: hERG_inhib (hERG inhibition (general)): blocker. (9) The molecule is COc1ccc(OC)c(N2CC(O)(c3cccs3)[N+]3=C2SCCC3)c1.[Br-]. Results: hERG_inhib (hERG inhibition (general)): blocker.